From a dataset of NCI-60 drug combinations with 297,098 pairs across 59 cell lines. Regression. Given two drug SMILES strings and cell line genomic features, predict the synergy score measuring deviation from expected non-interaction effect. (1) Drug 1: CNC(=O)C1=NC=CC(=C1)OC2=CC=C(C=C2)NC(=O)NC3=CC(=C(C=C3)Cl)C(F)(F)F. Drug 2: C1C(C(OC1N2C=NC3=C2NC=NCC3O)CO)O. Cell line: SNB-19. Synergy scores: CSS=-2.49, Synergy_ZIP=2.91, Synergy_Bliss=1.29, Synergy_Loewe=-3.21, Synergy_HSA=-2.83. (2) Drug 1: CC1OCC2C(O1)C(C(C(O2)OC3C4COC(=O)C4C(C5=CC6=C(C=C35)OCO6)C7=CC(=C(C(=C7)OC)O)OC)O)O. Drug 2: CS(=O)(=O)OCCCCOS(=O)(=O)C. Cell line: SN12C. Synergy scores: CSS=36.8, Synergy_ZIP=-10.9, Synergy_Bliss=2.01, Synergy_Loewe=-26.4, Synergy_HSA=3.50. (3) Drug 1: CCC1(C2=C(COC1=O)C(=O)N3CC4=CC5=C(C=CC(=C5CN(C)C)O)N=C4C3=C2)O.Cl. Drug 2: B(C(CC(C)C)NC(=O)C(CC1=CC=CC=C1)NC(=O)C2=NC=CN=C2)(O)O. Cell line: UACC62. Synergy scores: CSS=54.9, Synergy_ZIP=-2.78, Synergy_Bliss=-2.81, Synergy_Loewe=-3.95, Synergy_HSA=0.167. (4) Drug 1: CC(C)(C#N)C1=CC(=CC(=C1)CN2C=NC=N2)C(C)(C)C#N. Drug 2: C(CCl)NC(=O)N(CCCl)N=O. Cell line: DU-145. Synergy scores: CSS=-4.55, Synergy_ZIP=5.05, Synergy_Bliss=5.52, Synergy_Loewe=-2.67, Synergy_HSA=-2.68.